From a dataset of Forward reaction prediction with 1.9M reactions from USPTO patents (1976-2016). Predict the product of the given reaction. Given the reactants [CH3:1][O:2][C:3]1[CH:4]=[C:5]([C:13]2[N:14]=[C:15]([NH:18][C:19]([C:21]3[N:22]=[CH:23][C:24]([N:27]4[CH2:32][CH2:31][CH:30]([C:33]([O:35][CH2:36][CH3:37])=[O:34])[CH2:29][CH2:28]4)=[N:25][CH:26]=3)=[O:20])[S:16][CH:17]=2)[CH:6]=[C:7]([C:9]([F:12])([F:11])[F:10])[CH:8]=1.C=O.[C:40]([O:43][C:44](=O)C)(=[O:42])[CH3:41], predict the reaction product. The product is: [C:40]([O:43][CH2:44][C:17]1[S:16][C:15]([NH:18][C:19]([C:21]2[N:22]=[CH:23][C:24]([N:27]3[CH2:28][CH2:29][CH:30]([C:33]([O:35][CH2:36][CH3:37])=[O:34])[CH2:31][CH2:32]3)=[N:25][CH:26]=2)=[O:20])=[N:14][C:13]=1[C:5]1[CH:6]=[C:7]([C:9]([F:12])([F:10])[F:11])[CH:8]=[C:3]([O:2][CH3:1])[CH:4]=1)(=[O:42])[CH3:41].